This data is from Catalyst prediction with 721,799 reactions and 888 catalyst types from USPTO. The task is: Predict which catalyst facilitates the given reaction. (1) Reactant: O.O.O.O.O.O.O.O.O.O.O.O.P([O-])([O-])(O)=O.[Na+].[Na+].S([O-])([O-])=O.[Na+].[Na+].[O:26]=[C:27]1[CH2:35][C:34]2[C:29](=[CH:30][CH:31]=[C:32]([S:36](Cl)(=[O:38])=[O:37])[CH:33]=2)[NH:28]1.[Cl:40][C:41]1[CH:48]=[CH:47][CH:46]=[C:45]([Cl:49])[C:42]=1[CH2:43]Br. Product: [Cl:40][C:41]1[CH:48]=[CH:47][CH:46]=[C:45]([Cl:49])[C:42]=1[CH2:43][S:36]([C:32]1[CH:33]=[C:34]2[C:29](=[CH:30][CH:31]=1)[NH:28][C:27](=[O:26])[CH2:35]2)(=[O:38])=[O:37]. The catalyst class is: 283. (2) Reactant: Br[C:2]1[CH:10]=[CH:9][CH:8]=[C:7]2[C:3]=1[CH2:4][CH2:5][C@@H:6]2[NH:11][C:12](=[O:18])[O:13][C:14]([CH3:17])([CH3:16])[CH3:15].[CH3:19][C:20]1([CH3:36])[C:24]([CH3:26])([CH3:25])[O:23][B:22]([B:22]2[O:23][C:24]([CH3:26])([CH3:25])[C:20]([CH3:36])([CH3:19])[O:21]2)[O:21]1.C([O-])(=O)C.[K+].N#N.C(Cl)Cl. Product: [CH3:19][C:20]1([CH3:36])[C:24]([CH3:26])([CH3:25])[O:23][B:22]([C:2]2[CH:10]=[CH:9][CH:8]=[C:7]3[C:3]=2[CH2:4][CH2:5][C@@H:6]3[NH:11][C:12](=[O:18])[O:13][C:14]([CH3:17])([CH3:16])[CH3:15])[O:21]1. The catalyst class is: 75. (3) Reactant: [Cl-].O[NH3+:3].[C:4](=[O:7])([O-:6])O.[Na+].CS(C)=O.[CH2:13]([C:17]1[N:18]=[C:19]([CH3:45])[N:20]([CH2:39][C:40]([O:42][CH2:43][CH3:44])=[O:41])[C:21](=[O:38])[C:22]=1[CH2:23][C:24]1[CH:29]=[CH:28][C:27]([C:30]2[CH:35]=[CH:34][CH:33]=[CH:32][C:31]=2[C:36]#[N:37])=[CH:26][CH:25]=1)[CH2:14][CH2:15][CH3:16]. Product: [CH2:13]([C:17]1[N:18]=[C:19]([CH3:45])[N:20]([CH2:39][C:40]([O:42][CH2:43][CH3:44])=[O:41])[C:21](=[O:38])[C:22]=1[CH2:23][C:24]1[CH:29]=[CH:28][C:27]([C:30]2[CH:35]=[CH:34][CH:33]=[CH:32][C:31]=2[C:36]2[NH:3][C:4](=[O:7])[O:6][N:37]=2)=[CH:26][CH:25]=1)[CH2:14][CH2:15][CH3:16]. The catalyst class is: 13. (4) Reactant: [F:1][C:2]1[CH:3]=[C:4]([O:9][C:10]2[CH:15]=[CH:14][C:13]([CH2:16][CH2:17][OH:18])=[CH:12][CH:11]=2)[CH:5]=[CH:6][C:7]=1[CH3:8].[N:19]#[C:20][NH2:21].OS(C(F)(F)F)(=O)=O. Product: [C:20](=[NH:19])([O:18][CH2:17][CH2:16][C:13]1[CH:14]=[CH:15][C:10]([O:9][C:4]2[CH:5]=[CH:6][C:7]([CH3:8])=[C:2]([F:1])[CH:3]=2)=[CH:11][CH:12]=1)[NH2:21]. The catalyst class is: 1. (5) Reactant: [F:1][C:2]1[CH:7]=[CH:6][C:5]([C:8]2[CH:13]=[CH:12][N:11]=[C:10]([NH:14][C:15]([C@@H:17]3[CH2:21][CH2:20][C@H:19]([NH:22]C(=O)OC(C)(C)C)[CH2:18]3)=[O:16])[CH:9]=2)=[C:4]([O:30][CH3:31])[CH:3]=1.C(O)(C(F)(F)F)=O. Product: [NH2:22][C@H:19]1[CH2:20][CH2:21][C@@H:17]([C:15]([NH:14][C:10]2[CH:9]=[C:8]([C:5]3[CH:6]=[CH:7][C:2]([F:1])=[CH:3][C:4]=3[O:30][CH3:31])[CH:13]=[CH:12][N:11]=2)=[O:16])[CH2:18]1. The catalyst class is: 2.